From a dataset of Forward reaction prediction with 1.9M reactions from USPTO patents (1976-2016). Predict the product of the given reaction. Given the reactants [NH2:1][C:2]1[C:11]2=[CH:12][N:13]([C@@H:15]3[O:28][C@H:27]([CH2:29][O:30][C:31](=[O:33])[CH3:32])[C@@H:21]([O:22][C:23](=[O:26])[CH2:24][CH3:25])[C@H:16]3[O:17][C:18](=[O:20])[CH3:19])[N:14]=[C:9]3[C:10]2=[C:4]([C:5](=O)[NH:6][N:7]=[CH:8]3)[CH:3]=1.N1C=CC=CC=1.P12(SP3(SP(SP(S3)(S1)=S)(=S)S2)=S)=[S:42], predict the reaction product. The product is: [NH2:1][C:2]1[C:11]2=[CH:12][N:13]([C@@H:15]3[O:28][C@H:27]([CH2:29][O:30][C:31](=[O:33])[CH3:32])[C@@H:21]([O:22][C:23](=[O:26])[CH2:24][CH3:25])[C@H:16]3[O:17][C:18](=[O:20])[CH3:19])[N:14]=[C:9]3[C:10]2=[C:4]([C:5](=[S:42])[NH:6][N:7]=[CH:8]3)[CH:3]=1.